From a dataset of Forward reaction prediction with 1.9M reactions from USPTO patents (1976-2016). Predict the product of the given reaction. Given the reactants [O:1]=[C:2]1[C:7]([CH:8]=[O:9])=[CH:6][CH:5]=[CH:4][NH:3]1.[F:10][C:11]([F:23])([F:22])[O:12][C:13]1[CH:18]=[CH:17][C:16](B(O)O)=[CH:15][CH:14]=1.CCN(CC)CC, predict the reaction product. The product is: [O:1]=[C:2]1[C:7]([CH:8]=[O:9])=[CH:6][CH:5]=[CH:4][N:3]1[C:16]1[CH:15]=[CH:14][C:13]([O:12][C:11]([F:10])([F:22])[F:23])=[CH:18][CH:17]=1.